Dataset: Catalyst prediction with 721,799 reactions and 888 catalyst types from USPTO. Task: Predict which catalyst facilitates the given reaction. (1) Reactant: [CH3:1][C:2]([S@:5](/[N:7]=[CH:8]/[C:9]1[CH:14]=[CH:13][C:12]([O:15][C:16]2[CH:17]=[N:18][CH:19]=[N:20][CH:21]=2)=[CH:11][CH:10]=1)=[O:6])([CH3:4])[CH3:3].[CH3:22][Mg]Br. Product: [CH3:4][C:2]([S:5]([NH:7][C@H:8]([C:9]1[CH:10]=[CH:11][C:12]([O:15][C:16]2[CH:17]=[N:18][CH:19]=[N:20][CH:21]=2)=[CH:13][CH:14]=1)[CH3:22])=[O:6])([CH3:1])[CH3:3]. The catalyst class is: 2. (2) Reactant: [O:1]=[C:2]1[C:14]2[NH:13][C:12]3[C:7](=[CH:8][C:9]([C:15]#[N:16])=[CH:10][CH:11]=3)[C:6]=2[CH2:5][CH2:4][CH2:3]1.[CH3:17][Mg]Cl.[NH4+].[Cl-]. Product: [OH:1][C:2]1([CH3:17])[C:14]2[NH:13][C:12]3[C:7](=[CH:8][C:9]([C:15]#[N:16])=[CH:10][CH:11]=3)[C:6]=2[CH2:5][CH2:4][CH2:3]1. The catalyst class is: 1. (3) Reactant: CC(C)(C)C([NH:5][C:6]1[C:11]([CH2:12][CH2:13][C:14]([O:16][CH2:17]CCC)=O)=[CH:10][CH:9]=[C:8]([O:21]C)[N:7]=1)=O.Cl.C(=O)([O-])[O-].[K+].[K+]. Product: [CH3:17][O:16][C:14]1[N:5]=[C:6]2[C:11]([CH2:10][CH2:9][C:8](=[O:21])[NH:7]2)=[CH:12][CH:13]=1. The catalyst class is: 6. (4) Reactant: [OH:1][C:2]1[CH:6]=[C:5]([C:7]([O:9][CH3:10])=[O:8])[O:4][N:3]=1.[F:11][CH2:12][CH:13]1[CH2:15][O:14]1.C(=O)([O-])[O-].[K+].[K+].CN(C=O)C. Product: [F:11][CH2:12][CH:13]([OH:14])[CH2:15][O:1][C:2]1[CH:6]=[C:5]([C:7]([O:9][CH3:10])=[O:8])[O:4][N:3]=1. The catalyst class is: 6. (5) Reactant: [CH3:1][O:2][C:3]1[CH:4]=[C:5]([NH:11][S:12]([C:15]2[CH:20]=[CH:19][C:18](/[CH:21]=[CH:22]/[CH2:23][N:24]3[C:32](=O)[C:31]4[C:26](=[CH:27][CH:28]=[CH:29][CH:30]=4)[C:25]3=[O:34])=[CH:17][CH:16]=2)(=[O:14])=[O:13])[CH:6]=[CH:7][C:8]=1[O:9][CH3:10].C(O)(=O)CC. Product: [CH3:1][O:2][C:3]1[CH:4]=[C:5]([NH:11][S:12]([C:15]2[CH:16]=[CH:17][C:18](/[CH:21]=[CH:22]/[CH2:23][N:24]3[CH2:32][C:31]4[C:26](=[CH:27][CH:28]=[CH:29][CH:30]=4)[C:25]3=[O:34])=[CH:19][CH:20]=2)(=[O:14])=[O:13])[CH:6]=[CH:7][C:8]=1[O:9][CH3:10]. The catalyst class is: 183. (6) The catalyst class is: 457. Product: [C:43]([O:42][C:40]([NH:39][C:9](=[N:8][C:6]([O:5][C:1]([CH3:4])([CH3:3])[CH3:2])=[O:7])[NH:10][C:11]1[CH:12]=[CH:13][C:14]([C:15]([O:17][C:18]2[CH:23]=[CH:22][C:21]([CH2:24][CH2:25][CH2:26][C:27]([OH:29])=[O:28])=[CH:20][CH:19]=2)=[O:16])=[CH:37][CH:38]=1)=[O:41])([CH3:46])([CH3:45])[CH3:44]. Reactant: [C:1]([O:5][C:6]([NH:8][C:9](=[N:39][C:40]([O:42][C:43]([CH3:46])([CH3:45])[CH3:44])=[O:41])[NH:10][C:11]1[CH:38]=[CH:37][C:14]([C:15]([O:17][C:18]2[CH:23]=[CH:22][C:21]([CH2:24][CH2:25][CH2:26][C:27]([O:29]CC3C=CC=CC=3)=[O:28])=[CH:20][CH:19]=2)=[O:16])=[CH:13][CH:12]=1)=[O:7])([CH3:4])([CH3:3])[CH3:2]. (7) Reactant: [CH3:1][O:2][C:3]1[CH:8]=[CH:7][C:6]([N:9]2[CH2:14][CH2:13][O:12][CH2:11][CH2:10]2)=[CH:5][C:4]=1[NH:15][C:16]([C:18]1[NH:19][CH:20]=[CH:21][N:22]=1)=O.COC1C=CC(P2(SP(C3C=CC(OC)=CC=3)(=S)S2)=[S:32])=CC=1.O. Product: [CH3:1][O:2][C:3]1[CH:8]=[CH:7][C:6]([N:9]2[CH2:14][CH2:13][O:12][CH2:11][CH2:10]2)=[CH:5][C:4]=1[NH:15][C:16]([C:18]1[NH:19][CH:20]=[CH:21][N:22]=1)=[S:32]. The catalyst class is: 11. (8) Reactant: [Br-].[CH3:2][C:3]1[CH:4]=[C:5]2[C:10](=[CH:11][CH:12]=1)[N+:9]([CH2:13][C:14]([C:16]1[CH:21]=[CH:20][CH:19]=[CH:18][CH:17]=1)=[O:15])=[CH:8][CH:7]=[CH:6]2.[Cr](O[Cr]([O-])(=O)=O)([O-])(=O)=O.C(=O)(O)[O-].[Na+].[C:36](#[N:39])[CH:37]=[CH2:38]. Product: [C:14]([C:13]1[N:9]2[C:10]3[C:5]([CH:6]=[CH:7][C:8]2=[C:37]([C:36]#[N:39])[CH:38]=1)=[CH:4][C:3]([CH3:2])=[CH:12][CH:11]=3)(=[O:15])[C:16]1[CH:21]=[CH:20][CH:19]=[CH:18][CH:17]=1. The catalyst class is: 9. (9) Reactant: [Cl:1]([O-:5])(=[O:4])(=[O:3])=[O:2].CS[C:8]1[N:9]([CH3:18])[C:10]2[CH:17]=[CH:16][CH:15]=[CH:14][C:11]=2[N+:12]=1[CH3:13].[NH:19]1[CH2:24][CH2:23][CH2:22][CH2:21][CH2:20]1. Product: [Cl:1]([O-:5])(=[O:4])(=[O:3])=[O:2].[NH:19]1[CH2:24][CH2:23][CH2:22][CH2:21][CH:20]1[C:8]1[N:9]([CH3:18])[C:10]2[CH:17]=[CH:16][CH:15]=[CH:14][C:11]=2[N+:12]=1[CH3:13]. The catalyst class is: 12. (10) Reactant: C([O:3][C:4](=[O:24])[CH2:5][O:6][C:7]1[CH:12]=[C:11]([CH2:13][N:14]([CH:16]=[O:17])[OH:15])[CH:10]=[C:9]([Cl:18])[C:8]=1[O:19][CH2:20][CH2:21][CH2:22][CH3:23])C.[OH-].[Na+].C(OCC)(=O)C.Cl. Product: [CH2:20]([O:19][C:8]1[C:9]([Cl:18])=[CH:10][C:11]([CH2:13][N:14]([CH:16]=[O:17])[OH:15])=[CH:12][C:7]=1[O:6][CH2:5][C:4]([OH:24])=[O:3])[CH2:21][CH2:22][CH3:23]. The catalyst class is: 24.